From a dataset of Forward reaction prediction with 1.9M reactions from USPTO patents (1976-2016). Predict the product of the given reaction. Given the reactants [C:1]([O:5][C:6]([N:8]1[C@H:12]([CH2:13][OH:14])[CH2:11][C@H:10]([O:15][C:16]2[CH:21]=[C:20]([F:22])[CH:19]=[CH:18][C:17]=2[NH:23][C:24]2[C:25]3[C:32]([CH3:33])=[C:31]([C:34](O)=[O:35])[S:30][C:26]=3[N:27]=[CH:28][N:29]=2)[CH2:9]1)=[O:7])([CH3:4])([CH3:3])[CH3:2].[NH3:37], predict the reaction product. The product is: [C:1]([O:5][C:6]([N:8]1[C@H:12]([CH2:13][OH:14])[CH2:11][C@H:10]([O:15][C:16]2[CH:21]=[C:20]([F:22])[CH:19]=[CH:18][C:17]=2[NH:23][C:24]2[C:25]3[C:32]([CH3:33])=[C:31]([C:34]([NH2:37])=[O:35])[S:30][C:26]=3[N:27]=[CH:28][N:29]=2)[CH2:9]1)=[O:7])([CH3:4])([CH3:3])[CH3:2].